Dataset: NCI-60 drug combinations with 297,098 pairs across 59 cell lines. Task: Regression. Given two drug SMILES strings and cell line genomic features, predict the synergy score measuring deviation from expected non-interaction effect. (1) Drug 1: C1CCN(CC1)CCOC2=CC=C(C=C2)C(=O)C3=C(SC4=C3C=CC(=C4)O)C5=CC=C(C=C5)O. Drug 2: CC1OCC2C(O1)C(C(C(O2)OC3C4COC(=O)C4C(C5=CC6=C(C=C35)OCO6)C7=CC(=C(C(=C7)OC)O)OC)O)O. Cell line: M14. Synergy scores: CSS=25.5, Synergy_ZIP=-3.74, Synergy_Bliss=2.35, Synergy_Loewe=-0.721, Synergy_HSA=-0.632. (2) Cell line: SR. Drug 1: C1C(C(OC1N2C=C(C(=O)NC2=O)F)CO)O. Drug 2: CCN(CC)CCCC(C)NC1=C2C=C(C=CC2=NC3=C1C=CC(=C3)Cl)OC. Synergy scores: CSS=55.3, Synergy_ZIP=-0.774, Synergy_Bliss=-1.12, Synergy_Loewe=-5.28, Synergy_HSA=-0.773. (3) Drug 1: CC1OCC2C(O1)C(C(C(O2)OC3C4COC(=O)C4C(C5=CC6=C(C=C35)OCO6)C7=CC(=C(C(=C7)OC)O)OC)O)O. Drug 2: C1C(C(OC1N2C=C(C(=O)NC2=O)F)CO)O. Cell line: CAKI-1. Synergy scores: CSS=45.5, Synergy_ZIP=-7.05, Synergy_Bliss=-6.56, Synergy_Loewe=-2.52, Synergy_HSA=-1.01. (4) Drug 2: CCC1(CC2CC(C3=C(CCN(C2)C1)C4=CC=CC=C4N3)(C5=C(C=C6C(=C5)C78CCN9C7C(C=CC9)(C(C(C8N6C)(C(=O)OC)O)OC(=O)C)CC)OC)C(=O)OC)O.OS(=O)(=O)O. Synergy scores: CSS=49.8, Synergy_ZIP=7.67, Synergy_Bliss=9.47, Synergy_Loewe=-11.7, Synergy_HSA=8.72. Drug 1: CN1CCC(CC1)COC2=C(C=C3C(=C2)N=CN=C3NC4=C(C=C(C=C4)Br)F)OC. Cell line: SW-620. (5) Drug 1: CC12CCC(CC1=CCC3C2CCC4(C3CC=C4C5=CN=CC=C5)C)O. Drug 2: C1=CC(=CC=C1CC(C(=O)O)N)N(CCCl)CCCl.Cl. Cell line: SK-MEL-2. Synergy scores: CSS=-2.09, Synergy_ZIP=0.526, Synergy_Bliss=-0.895, Synergy_Loewe=-5.38, Synergy_HSA=-4.84. (6) Drug 1: CN(C)N=NC1=C(NC=N1)C(=O)N. Drug 2: C#CCC(CC1=CN=C2C(=N1)C(=NC(=N2)N)N)C3=CC=C(C=C3)C(=O)NC(CCC(=O)O)C(=O)O. Cell line: RXF 393. Synergy scores: CSS=0.516, Synergy_ZIP=-0.443, Synergy_Bliss=0.188, Synergy_Loewe=-3.82, Synergy_HSA=-0.621.